From a dataset of Full USPTO retrosynthesis dataset with 1.9M reactions from patents (1976-2016). Predict the reactants needed to synthesize the given product. Given the product [C:35]([O:34][C:33]([NH:32][CH:29]1[CH2:30][CH2:31][CH:26]([NH:1][C:2]2[CH:3]=[C:4]([CH:17]=[C:18]([C:21]([O:23][CH3:24])=[O:22])[C:19]=2[CH3:20])[O:5][CH:6]2[CH2:9][N:8]([C:10]([O:12][C:13]([CH3:16])([CH3:15])[CH3:14])=[O:11])[CH2:7]2)[CH2:27][CH2:28]1)=[O:39])([CH3:38])([CH3:36])[CH3:37], predict the reactants needed to synthesize it. The reactants are: [NH2:1][C:2]1[CH:3]=[C:4]([CH:17]=[C:18]([C:21]([O:23][CH3:24])=[O:22])[C:19]=1[CH3:20])[O:5][CH:6]1[CH2:9][N:8]([C:10]([O:12][C:13]([CH3:16])([CH3:15])[CH3:14])=[O:11])[CH2:7]1.O=[C:26]1[CH2:31][CH2:30][CH:29]([NH:32][C:33](=[O:39])[O:34][C:35]([CH3:38])([CH3:37])[CH3:36])[CH2:28][CH2:27]1.C(O)(=O)C.C(O[BH-](OC(=O)C)OC(=O)C)(=O)C.[Na+].